Dataset: Full USPTO retrosynthesis dataset with 1.9M reactions from patents (1976-2016). Task: Predict the reactants needed to synthesize the given product. (1) Given the product [NH:22]1[CH:23]=[CH:24][N:20]=[C:21]1/[CH:25]=[C:10]1\[C:9](=[O:11])[N:8]([CH2:12][N:27]2[CH2:32][CH2:31][O:35][CH2:29][CH2:28]2)[C:6]2[N:7]=[C:2]([NH2:1])[N:3]=[C:4]([Cl:19])[C:5]\1=2, predict the reactants needed to synthesize it. The reactants are: [NH2:1][C:2]1[N:3]=[C:4]([Cl:19])[C:5]2[CH2:10][C:9](=[O:11])[N:8]([CH2:12]C3CCOCC3)[C:6]=2[N:7]=1.[NH:20]1[CH:24]=[CH:23][N:22]=[C:21]1[CH:25]=O.[NH:27]1[CH2:32][CH2:31]C[CH2:29][CH2:28]1.CC[OH:35]. (2) Given the product [Br:1][C:2]1[CH:7]=[CH:6][C:5]([C:16]2[C:12]([CH3:11])=[N:13][O:14][C:15]=2[CH3:18])=[CH:4][CH:3]=1, predict the reactants needed to synthesize it. The reactants are: [Br:1][C:2]1[CH:7]=[CH:6][C:5](B(O)O)=[CH:4][CH:3]=1.[CH3:11][C:12]1[C:16](I)=[C:15]([CH3:18])[O:14][N:13]=1.C([O-])(O)=O.[Na+]. (3) Given the product [CH2:20]([NH:27][C@H:11]1[CH2:6][CH2:7][N:8]([C:13]([O:15][C:16]([CH3:17])([CH3:18])[CH3:19])=[O:14])[C@@H:9]([O:40][CH2:38]/[CH:39]=[CH:43]/[CH3:44])[CH2:10]1)[C:21]1[CH:26]=[CH:25][CH:24]=[CH:23][CH:22]=1, predict the reactants needed to synthesize it. The reactants are: C(O[CH:6]1[C:11](=O)[CH2:10][CH2:9][N:8]([C:13]([O:15][C:16]([CH3:19])([CH3:18])[CH3:17])=[O:14])[CH2:7]1)/C=C/C.[CH2:20]([NH2:27])[C:21]1[CH:26]=[CH:25][CH:24]=[CH:23][CH:22]=1.C(O[BH-](O[C:38](=[O:40])[CH3:39])OC(=O)C)(=O)C.[Na+].Cl[CH2:43][CH2:44]Cl.